Task: Predict the product of the given reaction.. Dataset: Forward reaction prediction with 1.9M reactions from USPTO patents (1976-2016) (1) Given the reactants [CH2:1]([CH:4]1[CH2:9][CH2:8][CH:7](O)[CH2:6][CH2:5]1)[CH2:2][CH3:3].CN(C=O)C.S(Cl)([Cl:18])=O.O, predict the reaction product. The product is: [Cl:18][CH:7]1[CH2:8][CH2:9][CH:4]([CH2:1][CH2:2][CH3:3])[CH2:5][CH2:6]1. (2) Given the reactants [Br:1][C:2]1[CH:3]=[C:4](I)[C:5]([NH2:8])=[N:6][CH:7]=1.CC([O-])=O.[K+].[Li+].[Cl-].[CH3:17][Si:18]([CH3:23])([CH3:22])[C:19]#[C:20][CH3:21], predict the reaction product. The product is: [Br:1][C:2]1[CH:3]=[C:4]2[C:20]([CH3:21])=[C:19]([Si:18]([CH3:23])([CH3:22])[CH3:17])[NH:8][C:5]2=[N:6][CH:7]=1. (3) Given the reactants Br[C:2]1[N:6]2[CH2:7][CH2:8][N:9]([C:11]([O:13][C:14]([CH3:17])([CH3:16])[CH3:15])=[O:12])[CH2:10][C:5]2=[C:4]([C:18]([O:20][CH3:21])=[O:19])[CH:3]=1.[C:22]([O-:25])(=[O:24])C.[K+].[I-].[K+].[OH-].[Na+], predict the reaction product. The product is: [C:14]([O:13][C:11]([N:9]1[CH2:8][CH2:7][N:6]2[C:2]([C:22]([OH:25])=[O:24])=[CH:3][C:4]([C:18]([O:20][CH3:21])=[O:19])=[C:5]2[CH2:10]1)=[O:12])([CH3:17])([CH3:16])[CH3:15]. (4) Given the reactants CO[C:3](=[O:24])[C:4]1[CH:9]=[CH:8][C:7]([O:10][CH2:11][C:12]2[C:13]([C:17]3[CH:22]=[CH:21][C:20]([Cl:23])=[CH:19][CH:18]=3)=[N:14][O:15][CH:16]=2)=[N:6][CH:5]=1.COC(=O)C1C=CC(OCC2C(C3C=CC=CC=3)=NOC=2C)=NC=1.[NH2:49][CH:50]([CH2:53][OH:54])[CH2:51][OH:52], predict the reaction product. The product is: [Cl:23][C:20]1[CH:19]=[CH:18][C:17]([C:13]2[C:12]([CH2:11][O:10][C:7]3[CH:8]=[CH:9][C:4]([C:3]([NH:49][CH:50]([CH2:53][OH:54])[CH2:51][OH:52])=[O:24])=[CH:5][N:6]=3)=[CH:16][O:15][N:14]=2)=[CH:22][CH:21]=1. (5) Given the reactants [Cl:1][C:2]1[CH:7]=[CH:6][C:5]([CH2:8][C:9]2[C:14]3[CH:15]=[N:16][CH:17]=[CH:18][C:13]=3[C:12](=[O:19])[N:11]([CH2:20][C@H:21]3[CH2:25][CH2:24][CH2:23][NH:22]3)[N:10]=2)=[CH:4][CH:3]=1.CC([N:30]([CH2:34][CH2:35][CH2:36]Br)[C:31](=[O:33])[O-:32])(C)C.C(=O)([O-])[O-].[K+].[K+].[I-].[Na+], predict the reaction product. The product is: [Cl:1][C:2]1[CH:7]=[CH:6][C:5]([CH2:8][C:9]2[C:14]3[CH:15]=[N:16][CH:17]=[CH:18][C:13]=3[C:12](=[O:19])[N:11]([CH2:20][C@H:21]3[CH2:25][CH2:24][CH2:23][N:22]3[CH2:36][CH2:35][CH2:34][NH:30][C:31](=[O:33])[O:32][C:5]([CH3:8])([CH3:6])[CH3:4])[N:10]=2)=[CH:4][CH:3]=1. (6) Given the reactants [C:1]([O:10]C)(=O)[C:2]1[C:3](=[CH:5][CH:6]=[CH:7][CH:8]=1)[SH:4].[CH2:12]([O:14][C:15]1[CH:20]=[CH:19][C:18]([C:21]#[N:22])=[CH:17][N:16]=1)[CH3:13].C(N(CC)CC)C, predict the reaction product. The product is: [CH2:12]([O:14][C:15]1[N:16]=[CH:17][C:18]([C:21]2[S:4][C:3]3[CH:5]=[CH:6][CH:7]=[CH:8][C:2]=3[C:1](=[O:10])[N:22]=2)=[CH:19][CH:20]=1)[CH3:13]. (7) Given the reactants Cl[C:2]1[C:7]2[CH:8]=[CH:9][C:10]([O:12][C:13]3[CH:18]=[CH:17][C:16]([F:19])=[CH:15][C:14]=3[F:20])=[N:11][C:6]=2[CH:5]=[N:4][N:3]=1.[CH3:21][C:22]1[CH:30]=[CH:29][C:25]([C:26]([NH2:28])=[O:27])=[CH:24][C:23]=1B1OC(C)(C)C(C)(C)O1.O.C(=O)([O-])[O-].[Na+].[Na+].[OH-].[Na+], predict the reaction product. The product is: [F:20][C:14]1[CH:15]=[C:16]([F:19])[CH:17]=[CH:18][C:13]=1[O:12][C:10]1[CH:9]=[CH:8][C:7]2[C:2]([C:23]3[CH:24]=[C:25]([CH:29]=[CH:30][C:22]=3[CH3:21])[C:26]([NH2:28])=[O:27])=[N:3][N:4]=[CH:5][C:6]=2[N:11]=1.